Predict the reactants needed to synthesize the given product. From a dataset of Full USPTO retrosynthesis dataset with 1.9M reactions from patents (1976-2016). (1) Given the product [C:1]([O:4][CH:5]([C@@H:8]1[CH2:12][C@@H:11]([S:34][CH3:33])[C@H:10]([N:21]2[C:25]3[N:26]=[C:27]([NH2:31])[NH:28][C:29](=[O:30])[C:24]=3[S:23][C:22]2=[O:32])[O:9]1)[CH2:6][CH3:7])(=[O:3])[CH3:2], predict the reactants needed to synthesize it. The reactants are: [C:1]([O:4][CH:5]([C@@H:8]1[CH2:12][C@H:11](OS(C(F)(F)F)(=O)=O)[C@H:10]([N:21]2[C:25]3[N:26]=[C:27]([NH2:31])[NH:28][C:29](=[O:30])[C:24]=3[S:23][C:22]2=[O:32])[O:9]1)[CH2:6][CH3:7])(=[O:3])[CH3:2].[CH3:33][S-:34].[Na+]. (2) The reactants are: [F:1][C:2]1[CH:7]=[CH:6][C:5]2[C:8]3([O:14][C:15](=O)[C:4]=2[CH:3]=1)[CH2:13][CH2:12][NH:11][CH2:10][CH2:9]3.B.Cl.[OH-].[Na+]. Given the product [F:1][C:2]1[CH:7]=[CH:6][C:5]2[C:8]3([O:14][CH2:15][C:4]=2[CH:3]=1)[CH2:9][CH2:10][NH:11][CH2:12][CH2:13]3, predict the reactants needed to synthesize it. (3) Given the product [F:1][C:2]1[CH:3]=[C:4]([S:9]([NH2:12])(=[O:11])=[O:10])[CH:5]=[CH:6][C:7]=1[NH:13][NH2:14], predict the reactants needed to synthesize it. The reactants are: [F:1][C:2]1[CH:3]=[C:4]([S:9]([NH2:12])(=[O:11])=[O:10])[CH:5]=[CH:6][C:7]=1F.[NH2:13][NH2:14]. (4) Given the product [F:19][C:20]1[N:25]=[C:24]([CH2:26][O:27][C:2]2[N:7]=[C:6]3[CH2:8][CH2:9][CH2:10][C:5]3=[C:4]([C:11]3[CH:12]=[N:13][C:14]([C:17]#[N:18])=[N:15][CH:16]=3)[CH:3]=2)[CH:23]=[CH:22][CH:21]=1, predict the reactants needed to synthesize it. The reactants are: Cl[C:2]1[N:7]=[C:6]2[CH2:8][CH2:9][CH2:10][C:5]2=[C:4]([C:11]2[CH:12]=[N:13][C:14]([C:17]#[N:18])=[N:15][CH:16]=2)[CH:3]=1.[F:19][C:20]1[N:25]=[C:24]([CH2:26][OH:27])[CH:23]=[CH:22][CH:21]=1. (5) Given the product [Br:10][C:11]1[CH:12]=[CH:13][C:14]([C:17]([NH:4][CH:5]2[CH2:7][CH2:6]2)=[O:19])=[N:15][CH:16]=1, predict the reactants needed to synthesize it. The reactants are: C([N:4](CC)[CH:5]([CH3:7])[CH3:6])(C)C.[Br:10][C:11]1[CH:12]=[CH:13][C:14]([C:17]([OH:19])=O)=[N:15][CH:16]=1.C1(N)CC1.F[P-](F)(F)(F)(F)F.N1(O[P+](N(C)C)(N(C)C)N(C)C)C2C=CC=CC=2N=N1.CN(C)C=O. (6) Given the product [CH:1]1([C@H:7]2[CH2:12][CH2:11][C@H:10]([O:13][C:14]3[C:15]([C:36]([F:37])([F:38])[F:39])=[C:16]4[C:21](=[CH:22][CH:23]=3)[CH:20]=[C:19]([C@:24]([NH:28][C:29](=[O:35])[O:30][C:31]([CH3:33])([CH3:34])[CH3:32])([CH3:27])[CH2:25][O:26][P:43]([O:44][C:45]([CH3:46])([CH3:47])[CH3:48])([O:49][C:50]([CH3:51])([CH3:52])[CH3:53])=[O:61])[CH:18]=[CH:17]4)[CH2:9][CH2:8]2)[CH2:6][CH2:5][CH2:4][CH2:3][CH2:2]1, predict the reactants needed to synthesize it. The reactants are: [CH:1]1([C@H:7]2[CH2:12][CH2:11][C@H:10]([O:13][C:14]3[C:15]([C:36]([F:39])([F:38])[F:37])=[C:16]4[C:21](=[CH:22][CH:23]=3)[CH:20]=[C:19]([C@:24]([NH:28][C:29](=[O:35])[O:30][C:31]([CH3:34])([CH3:33])[CH3:32])([CH3:27])[CH2:25][OH:26])[CH:18]=[CH:17]4)[CH2:9][CH2:8]2)[CH2:6][CH2:5][CH2:4][CH2:3][CH2:2]1.C(N(CC)[P:43]([O:49][C:50]([CH3:53])([CH3:52])[CH3:51])[O:44][C:45]([CH3:48])([CH3:47])[CH3:46])C.N1C=NN=N1.[O:61]1CCCC1.OO.O.S([O-])([O-])(=O)=S.[Na+].[Na+]. (7) Given the product [OH:15][C:13]([CH:16]1[CH2:20][CH2:19][N:18]([C:21]([O:23][C:24]([CH3:25])([CH3:27])[CH3:26])=[O:22])[CH2:17]1)([C:9]1[S:8][CH:12]=[CH:11][N:10]=1)[CH3:14], predict the reactants needed to synthesize it. The reactants are: [Cl-].[Li+].C([Mg]Cl)(C)C.[S:8]1[CH:12]=[CH:11][N:10]=[CH:9]1.[C:13]([CH:16]1[CH2:20][CH2:19][N:18]([C:21]([O:23][C:24]([CH3:27])([CH3:26])[CH3:25])=[O:22])[CH2:17]1)(=[O:15])[CH3:14].